Dataset: Peptide-MHC class I binding affinity with 185,985 pairs from IEDB/IMGT. Task: Regression. Given a peptide amino acid sequence and an MHC pseudo amino acid sequence, predict their binding affinity value. This is MHC class I binding data. The peptide sequence is HIGPGRAFY. The MHC is HLA-A68:01 with pseudo-sequence HLA-A68:01. The binding affinity (normalized) is 0.647.